From a dataset of Catalyst prediction with 721,799 reactions and 888 catalyst types from USPTO. Predict which catalyst facilitates the given reaction. Reactant: [F:1][C:2]1[CH:9]=[CH:8][CH:7]=[C:6]([O:10]C)[C:3]=1[C:4]#[N:5].Cl.[NH+]1C=CC=CC=1.O. Product: [F:1][C:2]1[CH:9]=[CH:8][CH:7]=[C:6]([OH:10])[C:3]=1[C:4]#[N:5]. The catalyst class is: 282.